From a dataset of Forward reaction prediction with 1.9M reactions from USPTO patents (1976-2016). Predict the product of the given reaction. (1) The product is: [F:5][C:6]1[CH:11]=[CH:10][C:9]([NH:12][C:13]([C:15]2[C:24]3[C:19](=[CH:20][C:21]([O:25][C:26]4[CH:31]=[CH:30][N:29]=[C:28]([NH:32][C:1](=[O:3])[CH3:2])[N:27]=4)=[CH:22][CH:23]=3)[CH:18]=[CH:17][CH:16]=2)=[O:14])=[CH:8][C:7]=1[C:33]([F:34])([F:36])[F:35]. Given the reactants [C:1](Cl)(=[O:3])[CH3:2].[F:5][C:6]1[CH:11]=[CH:10][C:9]([NH:12][C:13]([C:15]2[C:24]3[C:19](=[CH:20][C:21]([O:25][C:26]4[CH:31]=[CH:30][N:29]=[C:28]([NH2:32])[N:27]=4)=[CH:22][CH:23]=3)[CH:18]=[CH:17][CH:16]=2)=[O:14])=[CH:8][C:7]=1[C:33]([F:36])([F:35])[F:34], predict the reaction product. (2) Given the reactants C(O)(C(F)(F)F)=O.[Cl:8][C:9]1[CH:10]=[CH:11][C:12]([CH2:31][N:32]2[CH2:35][C:34]([F:37])([F:36])[CH2:33]2)=[C:13]([CH:30]=1)[CH2:14][NH:15][C:16](=[O:29])[C@@H:17]1[CH2:21][CH2:20][CH2:19][N:18]1C(OC(C)(C)C)=O, predict the reaction product. The product is: [Cl:8][C:9]1[CH:10]=[CH:11][C:12]([CH2:31][N:32]2[CH2:33][C:34]([F:37])([F:36])[CH2:35]2)=[C:13]([CH:30]=1)[CH2:14][NH:15][C:16](=[O:29])[C@@H:17]1[CH2:21][CH2:20][CH2:19][NH:18]1. (3) The product is: [CH3:26][N:27]([CH3:34])[CH2:28][CH2:29][CH2:30][CH2:31][N:32]([C:2]1[CH:7]=[CH:6][CH:5]=[CH:4][C:3]=1[S:8]([NH:11][C:12]1[C:21]([C:22]([OH:24])=[O:23])=[C:20]2[C:15]([CH:16]3[CH2:25][CH:17]3[CH2:18][O:19]2)=[CH:14][CH:13]=1)(=[O:10])=[O:9])[CH3:33]. Given the reactants F[C:2]1[CH:7]=[CH:6][CH:5]=[CH:4][C:3]=1[S:8]([NH:11][C:12]1[C:21]([C:22]([OH:24])=[O:23])=[C:20]2[C:15]([CH:16]3[CH2:25][CH:17]3[CH2:18][O:19]2)=[CH:14][CH:13]=1)(=[O:10])=[O:9].[CH3:26][N:27]([CH3:34])[CH2:28][CH2:29][CH2:30][CH2:31][NH:32][CH3:33].C(N(CC)CC)C, predict the reaction product. (4) Given the reactants [OH:1][CH2:2][C:3]1[C:4]2[N:5]([CH:24]=[CH:25][N:26]=2)[C:6]([C:17]2[CH:22]=[CH:21][C:20]([CH3:23])=[CH:19][CH:18]=2)=[C:7]([C:9]2[CH:16]=[CH:15][C:12]([C:13]#[N:14])=[CH:11][CH:10]=2)[N:8]=1.C(N(CC)C(C)C)(C)C.[CH3:36][S:37](Cl)(=[O:39])=[O:38], predict the reaction product. The product is: [CH3:36][S:37]([O:1][CH2:2][C:3]1[C:4]2[N:5]([CH:24]=[CH:25][N:26]=2)[C:6]([C:17]2[CH:22]=[CH:21][C:20]([CH3:23])=[CH:19][CH:18]=2)=[C:7]([C:9]2[CH:10]=[CH:11][C:12]([C:13]#[N:14])=[CH:15][CH:16]=2)[N:8]=1)(=[O:39])=[O:38]. (5) The product is: [Br:12][CH2:11][C@H:8]1[CH2:7][C:6]2[CH:5]=[C:4]([F:13])[CH:3]=[C:2]([C:27]3[CH:28]=[CH:29][C:30]([Cl:14])=[CH:31][C:26]=3[CH3:25])[C:10]=2[O:9]1. Given the reactants Br[C:2]1[C:10]2[O:9][C@@H:8]([CH2:11][Br:12])[CH2:7][C:6]=2[CH:5]=[C:4]([F:13])[CH:3]=1.[Cl:14]C1C=C(B(O)O)C(C)=CC=1.[CH3:25][C:26]1[CH:31]=[CH:30][C:29](S(OCC2[CH2:25][C:26]3[C:31](C4C=CC=CC=4)=[CH:30][CH:29]=[CH:28][C:27]=3O2)(=O)=O)=[CH:28][CH:27]=1, predict the reaction product. (6) Given the reactants C.C([O-])=O.[NH4+].Cl[C:7]1[C:8]2[CH:18]=[CH:17][C:16]([CH3:19])=[CH:15][C:9]=2[S:10][C:11]=1[C:12]([OH:14])=[O:13].[OH-].[Na+], predict the reaction product. The product is: [CH3:19][C:16]1[CH:17]=[CH:18][C:8]2[CH:7]=[C:11]([C:12]([OH:14])=[O:13])[S:10][C:9]=2[CH:15]=1.